From a dataset of Forward reaction prediction with 1.9M reactions from USPTO patents (1976-2016). Predict the product of the given reaction. (1) Given the reactants [H-].[Na+].[F:3][C:4]1[CH:5]=[C:6]([CH:13]=[CH:14][C:15]=1[N:16]([CH3:27])[C:17]1[N:22]=[CH:21][C:20]2[N:23]=[CH:24][N:25]([CH3:26])[C:19]=2[CH:18]=1)[CH2:7][NH:8][S:9]([CH3:12])(=[O:11])=[O:10].BrCC1CC1.C1[CH2:37][O:36][CH2:35]C1, predict the reaction product. The product is: [F:3][C:4]1[CH:5]=[C:6]([CH:13]=[CH:14][C:15]=1[N:16]([CH3:27])[C:17]1[N:22]=[CH:21][C:20]2[N:23]=[CH:24][N:25]([CH3:26])[C:19]=2[CH:18]=1)[CH2:7][N:8]([CH2:35][O:36][CH3:37])[S:9]([CH3:12])(=[O:10])=[O:11]. (2) Given the reactants [CH3:1][N:2]([C:11]1[CH:12]=[CH:13][C:14]([CH3:27])=[C:15]2[C:19]=1[NH:18][C:17]([C:20]1[S:21][C:22]([CH2:25]Cl)=[CH:23][N:24]=1)=[CH:16]2)[S:3]([C:6]1[S:7][CH:8]=[CH:9][CH:10]=1)(=[O:5])=[O:4].[C:28]([N:31]1[CH2:36][CH2:35][NH:34][CH2:33][CH2:32]1)(=[O:30])[CH3:29].[C:37](=O)([O-])[O-].[K+].[K+].O, predict the reaction product. The product is: [C:28]([N:31]1[CH2:36][CH2:35][N:34]([CH2:25][C:22]2[S:21][C:20]([C:17]3[NH:18][C:19]4[C:15]([CH:16]=3)=[C:14]([CH3:27])[CH:13]=[CH:12][C:11]=4[N:2]([CH2:1][CH3:37])[S:3]([C:6]3[S:7][CH:8]=[CH:9][CH:10]=3)(=[O:5])=[O:4])=[N:24][CH:23]=2)[CH2:33][CH2:32]1)(=[O:30])[CH3:29]. (3) Given the reactants [CH3:1][O:2][C:3]1[CH:8]=[CH:7][C:6]([C:9]2[CH:10]=[C:11]([CH2:14][OH:15])[NH:12][N:13]=2)=[CH:5][CH:4]=1, predict the reaction product. The product is: [CH3:1][O:2][C:3]1[CH:4]=[CH:5][C:6]([C:9]2[CH:10]=[C:11]([CH:14]=[O:15])[NH:12][N:13]=2)=[CH:7][CH:8]=1.